This data is from NCI-60 drug combinations with 297,098 pairs across 59 cell lines. The task is: Regression. Given two drug SMILES strings and cell line genomic features, predict the synergy score measuring deviation from expected non-interaction effect. (1) Drug 1: CCCCC(=O)OCC(=O)C1(CC(C2=C(C1)C(=C3C(=C2O)C(=O)C4=C(C3=O)C=CC=C4OC)O)OC5CC(C(C(O5)C)O)NC(=O)C(F)(F)F)O. Drug 2: CC1CCC2CC(C(=CC=CC=CC(CC(C(=O)C(C(C(=CC(C(=O)CC(OC(=O)C3CCCCN3C(=O)C(=O)C1(O2)O)C(C)CC4CCC(C(C4)OC)O)C)C)O)OC)C)C)C)OC. Cell line: HOP-92. Synergy scores: CSS=19.4, Synergy_ZIP=0.552, Synergy_Bliss=7.12, Synergy_Loewe=-3.57, Synergy_HSA=0.806. (2) Drug 1: CC1=C(C=C(C=C1)NC2=NC=CC(=N2)N(C)C3=CC4=NN(C(=C4C=C3)C)C)S(=O)(=O)N.Cl. Drug 2: C(CCl)NC(=O)N(CCCl)N=O. Cell line: SNB-75. Synergy scores: CSS=-0.0440, Synergy_ZIP=-0.642, Synergy_Bliss=-1.08, Synergy_Loewe=-2.72, Synergy_HSA=-2.51.